From a dataset of Cav3 T-type calcium channel HTS with 100,875 compounds. Binary Classification. Given a drug SMILES string, predict its activity (active/inactive) in a high-throughput screening assay against a specified biological target. (1) The drug is Clc1cc(N2C(N3C(CCC3)C2=O)c2ccccc2)ccc1. The result is 0 (inactive). (2) The molecule is O=C(NC(CCCCN)c1oc(nn1)C(N)Cc1ccc(O)cc1)C1CCNCC1. The result is 0 (inactive). (3) The compound is S(CCCCN1C(=O)c2c(C1=O)cccc2)c1n(nnn1)c1ccccc1. The result is 0 (inactive). (4) The compound is S(CCC(=O)Nc1ccc(OCC)cc1)c1sc(nn1)C. The result is 0 (inactive). (5) The result is 0 (inactive). The compound is O=C(NCCC=1CCCCC1)C1CCN(CC1)C(=O)Nc1ccc(cc1)C.